The task is: Predict the reaction yield, written as a fraction of the theoretical maximum amount of product (1.0 means a 100% yield; for example, 0.34 means a 34% yield).. This data is from Reaction yield outcomes from USPTO patents with 853,638 reactions. (1) The reactants are [OH:1][C:2]1[C:11]2[C:6](=[CH:7][CH:8]=[CH:9][CH:10]=2)[N:5]=[CH:4][CH:3]=1.[H-].[Na+].[H][H].[F:16][C:17]([F:34])([F:33])[CH:18]1[CH2:20][N:19]1[S:21]([C:24]1[C:29]([CH3:30])=[CH:28][C:27]([CH3:31])=[CH:26][C:25]=1[CH3:32])(=[O:23])=[O:22]. The catalyst is CN(C=O)C.CO.C(Cl)Cl. The product is [CH3:32][C:25]1[CH:26]=[C:27]([CH3:31])[CH:28]=[C:29]([CH3:30])[C:24]=1[S:21]([NH:19][CH:18]([CH2:20][O:1][C:2]1[C:11]2[C:6](=[CH:7][CH:8]=[CH:9][CH:10]=2)[N:5]=[CH:4][CH:3]=1)[C:17]([F:34])([F:16])[F:33])(=[O:22])=[O:23]. The yield is 0.130. (2) The reactants are C[Si]([N-][Si](C)(C)C)(C)C.[K+].[O:11]1[CH2:16][CH2:15][CH:14]([NH:17][C:18]2[N:23]=[C:22]([C:24]3[CH:29]=[CH:28][NH:27][C:26](=[O:30])[CH:25]=3)[CH:21]=[CH:20][N:19]=2)[CH2:13][CH2:12]1.CS(O[C@H:36]([C:47]1[CH:52]=[CH:51][C:50]([Cl:53])=[C:49]([F:54])[CH:48]=1)[CH2:37][CH2:38][O:39][Si:40]([C:43]([CH3:46])([CH3:45])[CH3:44])([CH3:42])[CH3:41])(=O)=O. The catalyst is CC1CCCO1. The product is [Si:40]([O:39][CH2:38][CH2:37][C@@H:36]([N:27]1[CH:28]=[CH:29][C:24]([C:22]2[CH:21]=[CH:20][N:19]=[C:18]([NH:17][CH:14]3[CH2:15][CH2:16][O:11][CH2:12][CH2:13]3)[N:23]=2)=[CH:25][C:26]1=[O:30])[C:47]1[CH:52]=[CH:51][C:50]([Cl:53])=[C:49]([F:54])[CH:48]=1)([C:43]([CH3:46])([CH3:45])[CH3:44])([CH3:42])[CH3:41]. The yield is 0.665. (3) The reactants are [C:1]([N:9]1[CH2:14][CH2:13][CH:12]([C:15]#[CH:16])[CH2:11][CH2:10]1)(=[O:8])[C:2]1[CH:7]=[CH:6][CH:5]=[CH:4][CH:3]=1.[Br:17][C:18]1[CH:23]=[CH:22][CH:21]=[C:20](I)[CH:19]=1. The catalyst is C(N(CC)CC)C.C(#N)C.Cl[Pd](Cl)([P](C1C=CC=CC=1)(C1C=CC=CC=1)C1C=CC=CC=1)[P](C1C=CC=CC=1)(C1C=CC=CC=1)C1C=CC=CC=1. The product is [C:1]([N:9]1[CH2:14][CH2:13][CH:12]([C:15]#[C:16][C:20]2[CH:21]=[CH:22][CH:23]=[C:18]([Br:17])[CH:19]=2)[CH2:11][CH2:10]1)(=[O:8])[C:2]1[CH:7]=[CH:6][CH:5]=[CH:4][CH:3]=1. The yield is 0.750. (4) The reactants are [C:1]([C:3]1[CH:8]=[CH:7][CH:6]=[CH:5][C:4]=1[C:9]1[CH:14]=[CH:13][C:12]([CH2:15][CH:16]([C:21](=O)[CH2:22][CH2:23][CH2:24][CH3:25])[C:17](OC)=[O:18])=[CH:11][CH:10]=1)#[N:2].[CH3:27][C:28]1([CH3:40])[CH2:33][CH:32]([NH:34][C:35]2[NH:39][CH:38]=[N:37][N:36]=2)[CH2:31][CH2:30][O:29]1. No catalyst specified. The product is [CH2:22]([C:21]1[N:36]2[N:37]=[CH:38][N:39]=[C:35]2[N:34]([CH:32]2[CH2:31][CH2:30][O:29][C:28]([CH3:40])([CH3:27])[CH2:33]2)[C:17](=[O:18])[C:16]=1[CH2:15][C:12]1[CH:11]=[CH:10][C:9]([C:4]2[C:3]([C:1]#[N:2])=[CH:8][CH:7]=[CH:6][CH:5]=2)=[CH:14][CH:13]=1)[CH2:23][CH2:24][CH3:25]. The yield is 0.710. (5) The catalyst is C(Cl)Cl.C(N(CC)CC)C.C1(C)C=CC=CC=1. The product is [Cl:1][C:2]1[CH:8]=[C:7]([O:9][C:10]2[C:19]3[C:14](=[CH:15][C:16]([O:22][CH3:23])=[C:17]([O:20][CH3:21])[CH:18]=3)[N:13]=[CH:12][N:11]=2)[CH:6]=[CH:5][C:3]=1[NH:4][C:28](=[O:34])[O:27][CH2:25][CH2:36][CH2:37][CH2:38][CH2:39][CH3:40]. The reactants are [Cl:1][C:2]1[CH:8]=[C:7]([O:9][C:10]2[C:19]3[C:14](=[CH:15][C:16]([O:22][CH3:23])=[C:17]([O:20][CH3:21])[CH:18]=3)[N:13]=[CH:12][N:11]=2)[CH:6]=[CH:5][C:3]=1[NH2:4].Cl[C:25](Cl)([O:27][C:28](=[O:34])OC(Cl)(Cl)Cl)Cl.[CH2:36](O)[CH2:37][CH2:38][CH2:39][CH2:40]C.C(=O)(O)[O-].[Na+]. The yield is 0.680. (6) The reactants are C(OC([N:8]1[CH2:13][CH2:12][N:11]([C:14]2C(=O)N(CC(C)C)N=[C:18]([C:21]3[CH:26]=[CH:25][C:24](C)=C(F)C=3)[C:19]=2C)[CH2:10][CH2:9]1)=O)(C)(C)C.[CH:34]1([CH2:37][N:38]2[C:43](=[O:44])[C:42]([CH2:45]OS(C)(=O)=O)=[CH:41][C:40]([C:51]3[CH:56]=[CH:55][C:54]([O:57][CH3:58])=[C:53]([F:59])[CH:52]=3)=[N:39]2)[CH2:36][CH2:35]1.C(N1CCNCC1)C1C=CC=CC=1. No catalyst specified. The product is [CH2:14]([N:11]1[CH2:10][CH2:9][N:8]([CH2:45][C:42]2[C:43](=[O:44])[N:38]([CH2:37][CH:34]3[CH2:35][CH2:36]3)[N:39]=[C:40]([C:51]3[CH:56]=[CH:55][C:54]([O:57][CH3:58])=[C:53]([F:59])[CH:52]=3)[CH:41]=2)[CH2:13][CH2:12]1)[C:19]1[CH:18]=[CH:21][CH:26]=[CH:25][CH:24]=1. The yield is 0.977.